The task is: Predict the reactants needed to synthesize the given product.. This data is from Full USPTO retrosynthesis dataset with 1.9M reactions from patents (1976-2016). (1) Given the product [CH2:9]([S:23]([O-:26])(=[O:25])=[O:24])[CH2:10][CH2:11][CH2:12][CH2:13][CH2:14][CH2:15][CH2:16][CH2:17][CH2:18][CH2:19][CH3:20].[Na+:22], predict the reactants needed to synthesize it. The reactants are: S([O-])(OCCCC[CH2:9][CH2:10][CH2:11][CH2:12][CH2:13][CH2:14][CH2:15][CH2:16][CH2:17][CH2:18][CH2:19][CH3:20])(=O)=O.[Na+:22].[S:23]([O-])([O:26]CCCCCCCCCCCCCCCCCC)(=[O:25])=[O:24].[Na+].C[C@H]1C(S[C@@H]2CN[C@H]([C@H](O)[C@H]3CNCC3)C2)=C(C(O)=O)N2[C@H]1[C@@H]([C@H](O)C)C2=O.Cl. (2) Given the product [C:1]1([C:7]23[CH2:13][CH:10]([CH2:11][CH2:12]2)[CH:9]=[CH:8]3)[CH:6]=[CH:5][CH:4]=[CH:3][CH:2]=1.[CH2:14]=[CH2:15], predict the reactants needed to synthesize it. The reactants are: [C:1]1([C:7]23[CH2:13][CH:10]([CH2:11][CH2:12]2)[CH:9]=[CH:8]3)[CH:6]=[CH:5][CH:4]=[CH:3][CH:2]=1.[CH2:14]=[CH2:15]. (3) Given the product [C:51]([NH:54][NH:55][C:24](=[O:25])[CH2:23][C@@H:10]1[CH:9]=[C:8]([C:5]2[CH:6]=[CH:7][C:2]([Cl:1])=[CH:3][CH:4]=2)[C:14]2[CH:15]=[CH:16][CH:17]=[CH:18][C:13]=2[N:12]2[C:19]([CH3:22])=[N:20][N:21]=[C:11]12)(=[O:53])[CH3:52], predict the reactants needed to synthesize it. The reactants are: [Cl:1][C:2]1[CH:7]=[CH:6][C:5]([C:8]2[C:14]3[CH:15]=[CH:16][CH:17]=[CH:18][C:13]=3[N:12]3[C:19]([CH3:22])=[N:20][N:21]=[C:11]3[CH:10]([CH2:23][C:24](O)=[O:25])[CH:9]=2)=[CH:4][CH:3]=1.CN(C(ON1N=NC2C=CC=NC1=2)=[N+](C)C)C.F[P-](F)(F)(F)(F)F.[C:51]([NH:54][NH2:55])(=[O:53])[CH3:52].C(=O)(O)[O-].[Na+].